From a dataset of B-cell epitopes from IEDB database with 3,159 antigens for binding position prediction. Token-level Classification. Given an antigen amino acid sequence, predict which amino acid positions are active epitope sites capable of antibody binding. Output is a list of indices for active positions. (1) Given the antigen sequence: MKFLVLALCIAAASAAVLTTEQADLVKKTWSTVKFNEVDILYAVFKAYPDIMAKFPQFAGKDLDSIKDSAAFATHATRIVSFLSEVISLAGSDANIPAIQNLAKELATSHKPRGVSKDQFTEFRTALFTYLKAHINFDGPTETAWTLALDTTYAMLFSAMDS, which amino acid positions are active epitope sites? The epitope positions are: [113, 114, 115, 116, 117, 118, 119, 120, 121, 122, 123]. The amino acids at these positions are: GVSKDQFTEFR. (2) Given the antigen sequence: MGPFAPRCCALALLCSVLVLAAVLVRAESFTVTRDVTMSSTSFDDYTMVLDLSSSSADVVTVQLINSQVSGNGLTIKNARGSTPSSARLSMSMAITTVAQSAITLSGVMPANSDIRIVATTSSLAPAQSLFDFSGLALDSNATVMVENTAVTWPKDSINTGSIVLISAGSNAVGIKNTAALFVLNATAINGASVVRVDTQSSFPISKGAALAVDYGRCERCSSALVSINVPLVVDASSLFRVANCKVVGASNGLLTSAGSITVSDKSAYLIYDSAVESGALFSFPAGLEDASEAYPFAVSGGSTVSFLNLKGSSTGVAAGQSVPNSLEQSNAIGGGCVISDKELRVASEYRSHGLSVETVVDSQGASSGTCANAKCIPGNTKPGATVSGTELCTCQCSSTKHHSPFCTSVVDPMQNYDPNVWCTVPDCITCDRLDPSNRCTECDTGYSLTSDYQCKAITTITTTTTTTKAPTCTAPHCSVCAAGSGSICSSCRSPYTLSN..., which amino acid positions are active epitope sites? The epitope positions are: [439, 440, 441, 442, 443, 444, 445, 446, 447, 448, 449, 450, 451, 452, 453, 454, 455, 456, 457, 458... (21 total positions)]. The amino acids at these positions are: CTECDTGYSLTSDYQCKAITT.